From a dataset of Forward reaction prediction with 1.9M reactions from USPTO patents (1976-2016). Predict the product of the given reaction. The product is: [Cl:1][C:2]1[C:12]([C:23]#[C:22][Si:19]([CH3:21])([CH3:20])[CH3:18])=[CH:11][CH:10]=[C:9]([Si:14]([CH3:17])([CH3:16])[CH3:15])[C:3]=1[C:4]([NH:6][CH2:7][CH3:8])=[O:5]. Given the reactants [Cl:1][C:2]1[C:12](I)=[CH:11][CH:10]=[C:9]([Si:14]([CH3:17])([CH3:16])[CH3:15])[C:3]=1[C:4]([NH:6][CH2:7][CH3:8])=[O:5].[CH3:18][Si:19]([C:22]#[CH:23])([CH3:21])[CH3:20], predict the reaction product.